Dataset: Reaction yield outcomes from USPTO patents with 853,638 reactions. Task: Predict the reaction yield, written as a fraction of the theoretical maximum amount of product (1.0 means a 100% yield; for example, 0.34 means a 34% yield). (1) The reactants are [OH:1][NH:2][C:3]([C:5]1[CH:6]=[CH:7][C:8]2[O:12][C:11]3[CH:13]=[C:14]([S:17]([NH:20][C@@H:21]([CH:26]([CH3:28])[CH3:27])[C:22]([O:24][CH3:25])=[O:23])(=[O:19])=[O:18])[CH:15]=[CH:16][C:10]=3[C:9]=2[CH:29]=1)=[NH:4].[CH:30]1([CH2:33]Cl)[CH2:32][CH2:31]1.C(=O)(O)[O-:36].[Na+]. No catalyst specified. The product is [CH:30]1([C:33]([NH:4][C:3]([C:5]2[CH:6]=[CH:7][C:8]3[O:12][C:11]4[CH:13]=[C:14]([S:17]([NH:20][C@@H:21]([CH:26]([CH3:27])[CH3:28])[C:22]([O:24][CH3:25])=[O:23])(=[O:19])=[O:18])[CH:15]=[CH:16][C:10]=4[C:9]=3[CH:29]=2)=[N:2][OH:1])=[O:36])[CH2:32][CH2:31]1. The yield is 1.00. (2) The reactants are [Br:1][C:2]1[CH:7]=[C:6](/[CH:8]=[CH:9]/[CH:10]([C:15]2[CH:20]=[C:19]([Cl:21])[C:18]([Cl:22])=[C:17]([Cl:23])[CH:16]=2)[C:11]([F:14])([F:13])[F:12])[CH:5]=[CH:4][C:3]=1[C:24]1[O:25][C:26](=[O:31])[C:27]([CH3:30])([CH3:29])[N:28]=1.[CH3:32][C:33]([CH3:37])([CH3:36])[CH2:34][NH2:35]. The catalyst is C(Cl)Cl. The product is [Br:1][C:2]1[CH:7]=[C:6](/[CH:8]=[CH:9]/[CH:10]([C:15]2[CH:16]=[C:17]([Cl:23])[C:18]([Cl:22])=[C:19]([Cl:21])[CH:20]=2)[C:11]([F:14])([F:13])[F:12])[CH:5]=[CH:4][C:3]=1[C:24]([NH:28][C:27]([CH3:29])([CH3:30])[C:26]([NH:35][CH2:34][C:33]([CH3:37])([CH3:36])[CH3:32])=[O:31])=[O:25]. The yield is 0.860. (3) The reactants are C[O:2][C:3]1[C:4]([CH3:35])=[C:5]([C:26]([O:33]C)=[C:27]([O:31][CH3:32])[C:28]=1[O:29][CH3:30])[CH2:6][C:7]1[CH:8]=[CH:9][C:10]([O:17][CH2:18][C:19]([O:21][C:22]([CH3:25])([CH3:24])[CH3:23])=[O:20])=[C:11]([CH:16]=1)[C:12]([O:14][CH3:15])=[O:13].O=[N+]([O-])[O-].[O-][N+](=O)[O-].[O-][N+](=O)[O-].[O-][N+](=O)[O-].[O-][N+](=O)[O-].[O-][N+](=O)[O-].[Ce+4].[NH4+].[NH4+]. The catalyst is C(#N)C.O. The product is [CH3:30][O:29][C:28]1[C:3](=[O:2])[C:4]([CH3:35])=[C:5]([CH2:6][C:7]2[CH:8]=[CH:9][C:10]([O:17][CH2:18][C:19]([O:21][C:22]([CH3:24])([CH3:23])[CH3:25])=[O:20])=[C:11]([CH:16]=2)[C:12]([O:14][CH3:15])=[O:13])[C:26](=[O:33])[C:27]=1[O:31][CH3:32]. The yield is 0.680. (4) The reactants are [NH2:1][C:2]1[CH:10]=[CH:9][CH:8]=[C:7]([CH3:11])[C:3]=1[C:4]([OH:6])=O.O=S(Cl)Cl.[Cl:16][C:17]1[CH:23]=[CH:22][CH:21]=[CH:20][C:18]=1[NH2:19].C(Cl)(Cl)Cl. The catalyst is C1C=CC=CC=1. The product is [NH2:1][C:2]1[CH:10]=[CH:9][CH:8]=[C:7]([CH3:11])[C:3]=1[C:4]([NH:19][C:18]1[CH:20]=[CH:21][CH:22]=[CH:23][C:17]=1[Cl:16])=[O:6]. The yield is 0.510.